Dataset: Catalyst prediction with 721,799 reactions and 888 catalyst types from USPTO. Task: Predict which catalyst facilitates the given reaction. (1) Reactant: [CH3:1][O:2][C:3]1[CH:4]=[CH:5][C:6]2[NH:11][C:10]3[CH2:12][C:13]4([N:19]([NH:22]C(=O)C)[C:20](=[O:21])[C:9]=3[S:8][C:7]=2[CH:26]=1)[CH2:18][CH2:17][O:16][CH2:15][CH2:14]4.Cl. Product: [NH2:22][N:19]1[C:13]2([CH2:18][CH2:17][O:16][CH2:15][CH2:14]2)[CH2:12][C:10]2[NH:11][C:6]3[CH:5]=[CH:4][C:3]([O:2][CH3:1])=[CH:26][C:7]=3[S:8][C:9]=2[C:20]1=[O:21]. The catalyst class is: 5. (2) Reactant: [Cl:1][C:2]1[C:7]([N:8]2[CH2:13][CH2:12][CH:11]([C:14]3[N:19]=[C:18]([O:20][CH3:21])[CH:17]=[C:16]([O:22][CH3:23])[N:15]=3)[CH2:10][CH2:9]2)=[CH:6][N:5]=[N:4][C:3]=1[NH:24][NH:25][C:26](=O)[CH2:27][C:28]([F:31])([F:30])[F:29].P(Cl)(Cl)(Cl)=O. Product: [Cl:1][C:2]1[C:3]2[N:4]([C:26]([CH2:27][C:28]([F:31])([F:30])[F:29])=[N:25][N:24]=2)[N:5]=[CH:6][C:7]=1[N:8]1[CH2:9][CH2:10][CH:11]([C:14]2[N:15]=[C:16]([O:22][CH3:23])[CH:17]=[C:18]([O:20][CH3:21])[N:19]=2)[CH2:12][CH2:13]1. The catalyst class is: 10. (3) Reactant: [C:1](=[O:4])([O-:3])[O-:2].[Na+].[Na+].[Cl-].[CH3:8][N+:9]1([CH2:14][O:15][CH3:16])[CH2:13][CH2:12][CH2:11][CH2:10]1. Product: [C:1](=[O:2])([O-:4])[O-:3].[CH3:16][O:15][CH2:14][N+:9]1([CH3:8])[CH2:13][CH2:12][CH2:11][CH2:10]1.[CH3:16][O:15][CH2:14][N+:9]1([CH3:8])[CH2:13][CH2:12][CH2:11][CH2:10]1. The catalyst class is: 6. (4) Reactant: [NH2:1][C:2]1[N:10]=[C:9]([CH2:11][O:12][CH3:13])[CH:8]=[CH:7][C:3]=1[C:4]([OH:6])=O.[F:14][C:15]1[CH:20]=[CH:19][C:18]([O:21][C:22]2[CH:23]=[C:24]([CH:27]=[CH:28][CH:29]=2)[CH2:25][NH2:26])=[CH:17][CH:16]=1.C(N(CC)CC)C.CN([P+](ON1N=NC2C=CC=CC1=2)(N(C)C)N(C)C)C.F[P-](F)(F)(F)(F)F. Product: [F:14][C:15]1[CH:20]=[CH:19][C:18]([O:21][C:22]2[CH:23]=[C:24]([CH2:25][NH:26][C:4](=[O:6])[C:3]3[CH:7]=[CH:8][C:9]([CH2:11][O:12][CH3:13])=[N:10][C:2]=3[NH2:1])[CH:27]=[CH:28][CH:29]=2)=[CH:17][CH:16]=1. The catalyst class is: 136.